This data is from Reaction yield outcomes from USPTO patents with 853,638 reactions. The task is: Predict the reaction yield, written as a fraction of the theoretical maximum amount of product (1.0 means a 100% yield; for example, 0.34 means a 34% yield). The reactants are Cl.[Br:2][C:3]1[CH:4]=[C:5]([CH:10]([OH:16])[C:11](=[NH:15])OCC)[CH:6]=[CH:7][C:8]=1[F:9].[NH2:17][CH2:18][CH2:19][CH2:20]N. The catalyst is C(O)C. The product is [Br:2][C:3]1[CH:4]=[C:5]([CH:10]([CH:11]2[NH:15][CH2:20][CH:19]=[CH:18][NH:17]2)[OH:16])[CH:6]=[CH:7][C:8]=1[F:9]. The yield is 0.640.